Task: Binary Classification. Given two protein amino acid sequences, predict whether they physically interact or not.. Dataset: Human Reference Interactome with 51,813 positive PPI pairs across 8,248 proteins, plus equal number of experimentally-validated negative pairs Protein 1 (ENSG00000108021) has sequence MAPPAHKSILERSENVLMSPWKGKLIVQDRMLCDIALWSTYGAMIPTQLPQELDFKYVMKVSSLKKRLPEAAFRKQNYLEEKVCFQDLCFNLYEVELSNRQGENIDKLTECIKNKQLAIIKCLEDRGFFILLTSSALLSEPDFGGKQMGLHGLHLFRSPLSTGVKDLKVEDDISMKVIPILSTLNCALLETKKSLPEERIHPNTLVKRHFQELYKADRSPSLSVAPQDRMKDPTFLGKLPSGFDLIPPAEKCPSESLTQLNSYFSDPSAYILEVSTALDLLAEHPQSPCVSDGICDAGFS.... Protein 2 (ENSG00000136695) has sequence MVLSGALCFRMKDSALKVLYLHNNQLLAGGLHAGKVIKGEEISVVPNRWLDASLSPVILGVQGGSQCLSCGVGQEPTLTLEPVNIMELYLGAKESKSFTFYRRDMGLTSSFESAAYPGWFLCTVPEADQPVRLTQLPENGGWNAPITDFYFQQCD*MVLSGALCFRMKDSALKVLYLHNNQLLAGGLHAGKVIKGEEISVVPNRWLDASLSPVILGVQGGSQCLSCGVGQEPTLTLEPVNIMELYLGAKESKSFTFYRRDMGLTSSFESAAYPXMGLTSSFESAAYPGWFLCTVPEADQP.... Result: 0 (the proteins do not interact).